This data is from Choline transporter screen with 302,306 compounds. The task is: Binary Classification. Given a drug SMILES string, predict its activity (active/inactive) in a high-throughput screening assay against a specified biological target. The molecule is o1nc(cc1CC(C)C)C(=O)Nc1ccc(cc1)C(=O)C. The result is 0 (inactive).